Dataset: Full USPTO retrosynthesis dataset with 1.9M reactions from patents (1976-2016). Task: Predict the reactants needed to synthesize the given product. (1) Given the product [C:11]([O:9][C:8]([C@H:5]1[CH2:6][CH2:7][C@@H:2]([OH:1])[CH2:3][CH2:4]1)=[O:10])([CH3:14])([CH3:13])[CH3:12], predict the reactants needed to synthesize it. The reactants are: [OH:1][C@@H:2]1[CH2:7][CH2:6][C@H:5]([C:8]([OH:10])=[O:9])[CH2:4][CH2:3]1.[C:11](OC(O[C:11]([CH3:14])([CH3:13])[CH3:12])N(C)C)([CH3:14])([CH3:13])[CH3:12]. (2) Given the product [NH:18]1[C:8]2[C:7](=[CH:17][CH:16]=[C:10]([C:11]([O:13][CH2:14][CH3:15])=[O:12])[CH:9]=2)[CH:6]=[C:5]1[C:4]([O:3][CH2:1][CH3:2])=[O:22], predict the reactants needed to synthesize it. The reactants are: [CH2:1]([O:3][C:4](=[O:22])[C:5](=O)[CH2:6][C:7]1[CH:17]=[CH:16][C:10]([C:11]([O:13][CH2:14][CH3:15])=[O:12])=[CH:9][C:8]=1[N+:18]([O-])=O)[CH3:2].O.CCOC(C)=O. (3) The reactants are: [CH3:1][O:2][C:3](=[O:22])[C:4]1[C:5](=[CH:10][C:11]([O:14][C:15]2[CH:20]=[CH:19][CH:18]=[CH:17][C:16]=2[NH2:21])=[CH:12][CH:13]=1)[C:6]([O:8][CH3:9])=[O:7].[CH3:23][O:24][C:25]([CH2:27][CH2:28][C:29](Cl)=[O:30])=[O:26]. Given the product [CH3:1][O:2][C:3](=[O:22])[C:4]1[C:5](=[CH:10][C:11]([O:14][C:15]2[CH:20]=[CH:19][CH:18]=[CH:17][C:16]=2[NH:21][C:29](=[O:30])[CH2:28][CH2:27][C:25]([O:24][CH3:23])=[O:26])=[CH:12][CH:13]=1)[C:6]([O:8][CH3:9])=[O:7], predict the reactants needed to synthesize it. (4) Given the product [F:14][CH2:13][C:12]1([NH:15][C:16](=[O:17])[O:18][C:19]([CH3:21])([CH3:20])[CH3:22])[CH2:11][CH2:10][NH:9][CH2:8]1, predict the reactants needed to synthesize it. The reactants are: C([CH:8]1[C:12]([NH:15][C:16]([O:18][C:19]([CH3:22])([CH3:21])[CH3:20])=[O:17])([CH2:13][F:14])[CH2:11][CH2:10][N:9]1C(OCC)=O)C1C=CC=CC=1.C([O-])=O.[NH4+]. (5) Given the product [CH2:1]([N:5]([CH2:22][C:23]1[CH:34]=[CH:33][C:26]([O:27][CH2:28][C:29]([OH:31])=[O:30])=[C:25]([CH3:35])[CH:24]=1)[C:6]1[CH:11]=[CH:10][CH:9]=[C:8]([C:12]2[CH:13]=[CH:14][C:15]([C:18]([F:20])([F:19])[F:21])=[CH:16][CH:17]=2)[N:7]=1)[CH2:2][CH2:3][CH3:4], predict the reactants needed to synthesize it. The reactants are: [CH2:1]([N:5]([CH2:22][C:23]1[CH:34]=[CH:33][C:26]([O:27][CH2:28][C:29]([O:31]C)=[O:30])=[C:25]([CH3:35])[CH:24]=1)[C:6]1[CH:11]=[CH:10][CH:9]=[C:8]([C:12]2[CH:17]=[CH:16][C:15]([C:18]([F:21])([F:20])[F:19])=[CH:14][CH:13]=2)[N:7]=1)[CH2:2][CH2:3][CH3:4].[OH-].[Na+]. (6) Given the product [S:13]1[CH:17]=[CH:16][C:15]([C:2]2[CH:7]=[CH:6][N:5]=[C:4]3[NH:8][CH:9]=[C:10]([C:11]#[N:12])[C:3]=23)=[CH:14]1, predict the reactants needed to synthesize it. The reactants are: Cl[C:2]1[CH:7]=[CH:6][N:5]=[C:4]2[NH:8][CH:9]=[C:10]([C:11]#[N:12])[C:3]=12.[S:13]1[CH:17]=[CH:16][C:15](B(O)O)=[CH:14]1.